Dataset: Peptide-MHC class I binding affinity with 185,985 pairs from IEDB/IMGT. Task: Regression. Given a peptide amino acid sequence and an MHC pseudo amino acid sequence, predict their binding affinity value. This is MHC class I binding data. The peptide sequence is MGMEQTMSV. The MHC is HLA-A30:02 with pseudo-sequence HLA-A30:02. The binding affinity (normalized) is 0.213.